This data is from Catalyst prediction with 721,799 reactions and 888 catalyst types from USPTO. The task is: Predict which catalyst facilitates the given reaction. (1) Reactant: [H-].[Na+].[Cl:3][C:4]1[CH:12]=[C:11]2[C:7]([C:8](=[O:14])[C:9](=[O:13])[NH:10]2)=[CH:6][CH:5]=1.[CH3:15][O:16][C:17]1[CH:22]=[CH:21][C:20]([Mg]Br)=[CH:19][CH:18]=1. Product: [Cl:3][C:4]1[CH:12]=[C:11]2[C:7]([C:8]([OH:14])([C:20]3[CH:21]=[CH:22][C:17]([O:16][CH3:15])=[CH:18][CH:19]=3)[C:9](=[O:13])[NH:10]2)=[CH:6][CH:5]=1. The catalyst class is: 7. (2) Reactant: Cl[C:2]1[C:3]2[CH:10]=[C:9]([C:11]3[CH:12]=[C:13]([N:17]4[CH2:22][CH2:21][O:20][CH2:19][CH2:18]4)[CH:14]=[CH:15][CH:16]=3)[NH:8][C:4]=2[N:5]=[CH:6][N:7]=1.[OH:23][CH:24]1[CH2:27][N:26]([C:28]2[CH:35]=[CH:34][C:33](B3OC(C)(C)C(C)(C)O3)=[CH:32][C:29]=2[C:30]#[N:31])[CH2:25]1.C([O-])([O-])=O.[Na+].[Na+].C(#N)C.O. Product: [OH:23][CH:24]1[CH2:25][N:26]([C:28]2[CH:35]=[CH:34][C:33]([C:2]3[C:3]4[CH:10]=[C:9]([C:11]5[CH:16]=[CH:15][CH:14]=[C:13]([N:17]6[CH2:22][CH2:21][O:20][CH2:19][CH2:18]6)[CH:12]=5)[NH:8][C:4]=4[N:5]=[CH:6][N:7]=3)=[CH:32][C:29]=2[C:30]#[N:31])[CH2:27]1. The catalyst class is: 128. (3) Reactant: [NH2:1][C:2]1[C:7]([N:8]([CH2:13][C:14]([F:17])([F:16])[F:15])[C:9](=[O:12])OC)=[C:6]([NH2:18])[N:5]=[C:4]([C:19]2[C:27]3[C:22](=[N:23][CH:24]=[C:25]([F:28])[CH:26]=3)[N:21]([CH2:29][C:30]3[CH:35]=[CH:34][CH:33]=[CH:32][C:31]=3[F:36])[N:20]=2)[N:3]=1.Cl. Product: [NH2:18][C:6]1[N:5]=[C:4]([C:19]2[C:27]3[C:22](=[N:23][CH:24]=[C:25]([F:28])[CH:26]=3)[N:21]([CH2:29][C:30]3[CH:35]=[CH:34][CH:33]=[CH:32][C:31]=3[F:36])[N:20]=2)[N:3]=[C:2]2[C:7]=1[N:8]([CH2:13][C:14]([F:16])([F:17])[F:15])[C:9](=[O:12])[NH:1]2. The catalyst class is: 7. (4) Reactant: C([SiH](CC)CC)C.[CH2:8]([O:10][C:11]([C:13]1[NH:14][C:15]([C:18](=O)[C:19]2[CH:24]=[CH:23][CH:22]=[CH:21][CH:20]=2)=[CH:16][CH:17]=1)=[O:12])[CH3:9]. Product: [CH2:8]([O:10][C:11]([C:13]1[NH:14][C:15]([CH2:18][C:19]2[CH:24]=[CH:23][CH:22]=[CH:21][CH:20]=2)=[CH:16][CH:17]=1)=[O:12])[CH3:9]. The catalyst class is: 55. (5) Reactant: [CH3:1][O:2][C:3]1[CH:4]=[C:5]([CH:26]=[CH:27][C:28]=1[O:29][CH3:30])[CH2:6][N:7]1[C:16](=[O:17])[C:15]2[C:10](=[CH:11][CH:12]=[C:13](I)[CH:14]=2)[N:9]([CH:19]2[CH2:24][CH2:23][O:22][CH2:21][CH2:20]2)[C:8]1=[O:25].C([Sn](CCCC)(CCCC)[C:36]([O:38]CC)=[CH2:37])CCC. Product: [C:36]([C:13]1[CH:14]=[C:15]2[C:10](=[CH:11][CH:12]=1)[N:9]([CH:19]1[CH2:20][CH2:21][O:22][CH2:23][CH2:24]1)[C:8](=[O:25])[N:7]([CH2:6][C:5]1[CH:26]=[CH:27][C:28]([O:29][CH3:30])=[C:3]([O:2][CH3:1])[CH:4]=1)[C:16]2=[O:17])(=[O:38])[CH3:37]. The catalyst class is: 109.